From a dataset of Reaction yield outcomes from USPTO patents with 853,638 reactions. Predict the reaction yield, written as a fraction of the theoretical maximum amount of product (1.0 means a 100% yield; for example, 0.34 means a 34% yield). The reactants are [CH3:1][O:2][C:3]1[CH:12]=[C:11]2[C:6]([C:7]([O:13][C:14]3[CH:15]=[CH:16][C:17]([NH:20][C:21]([C:23]4[C:24](=[O:50])[N:25]([C:44]5[CH:49]=[CH:48][CH:47]=[CH:46][CH:45]=5)[N:26]([CH2:29][C@H:30]([O:32][C:33](=[O:43])[CH2:34][NH:35]C(OC(C)(C)C)=O)[CH3:31])[C:27]=4[CH3:28])=[O:22])=[N:18][CH:19]=3)=[CH:8][CH:9]=[N:10]2)=[CH:5][CH:4]=1.[ClH:51]. The catalyst is CCOC(C)=O. The product is [ClH:51].[NH2:35][CH2:34][C:33]([O:32][C@H:30]([CH3:31])[CH2:29][N:26]1[C:27]([CH3:28])=[C:23]([C:21](=[O:22])[NH:20][C:17]2[CH:16]=[CH:15][C:14]([O:13][C:7]3[C:6]4[C:11](=[CH:12][C:3]([O:2][CH3:1])=[CH:4][CH:5]=4)[N:10]=[CH:9][CH:8]=3)=[CH:19][N:18]=2)[C:24](=[O:50])[N:25]1[C:44]1[CH:45]=[CH:46][CH:47]=[CH:48][CH:49]=1)=[O:43]. The yield is 0.760.